From a dataset of Peptide-MHC class I binding affinity with 185,985 pairs from IEDB/IMGT. Regression. Given a peptide amino acid sequence and an MHC pseudo amino acid sequence, predict their binding affinity value. This is MHC class I binding data. (1) The peptide sequence is NQRETTVVW. The MHC is HLA-B07:02 with pseudo-sequence HLA-B07:02. The binding affinity (normalized) is 0.0847. (2) The MHC is HLA-A31:01 with pseudo-sequence HLA-A31:01. The binding affinity (normalized) is 0.0847. The peptide sequence is SEHFSLLFL. (3) The peptide sequence is QMRAVGQPL. The MHC is HLA-A01:01 with pseudo-sequence HLA-A01:01. The binding affinity (normalized) is 0.0847. (4) The peptide sequence is SQLPPACPV. The MHC is HLA-A02:12 with pseudo-sequence HLA-A02:12. The binding affinity (normalized) is 0.525. (5) The peptide sequence is GLFQFFVFLA. The MHC is HLA-A02:01 with pseudo-sequence HLA-A02:01. The binding affinity (normalized) is 0.698. (6) The binding affinity (normalized) is 0.595. The MHC is Mamu-A02 with pseudo-sequence Mamu-A02. The peptide sequence is LSQEQEGCYY. (7) The peptide sequence is IRSAEVVSR. The binding affinity (normalized) is 0.0847. The MHC is HLA-A02:12 with pseudo-sequence HLA-A02:12.